This data is from Forward reaction prediction with 1.9M reactions from USPTO patents (1976-2016). The task is: Predict the product of the given reaction. (1) Given the reactants [C:1]([O:9][C@H:10]1[C@H:14]([NH:15][C:16](=[O:23])[C:17]2[CH:22]=[CH:21][N:20]=[CH:19][CH:18]=2)[CH2:13][C@H:12]([CH2:24][OH:25])[C@H:11]1[O:26][C:27](=[O:34])[C:28]1[CH:33]=[CH:32][CH:31]=[CH:30][CH:29]=1)(=[O:8])[C:2]1[CH:7]=[CH:6][CH:5]=[CH:4][CH:3]=1.C1CCN2C(=NCCC2)CC1.Cl[S:47]([NH2:50])(=[O:49])=[O:48], predict the reaction product. The product is: [C:1]([O:9][C@H:10]1[C@H:14]([NH:15][C:16](=[O:23])[C:17]2[CH:22]=[CH:21][N:20]=[CH:19][CH:18]=2)[CH2:13][C@H:12]([CH2:24][O:25][S:47]([NH2:50])(=[O:49])=[O:48])[C@H:11]1[O:26][C:27](=[O:34])[C:28]1[CH:29]=[CH:30][CH:31]=[CH:32][CH:33]=1)(=[O:8])[C:2]1[CH:7]=[CH:6][CH:5]=[CH:4][CH:3]=1. (2) Given the reactants [NH2:1][C@H:2]1[CH2:6][N:5]([C:7]([O:9][C:10]([CH3:13])([CH3:12])[CH3:11])=[O:8])[C@@H:4]([CH2:14][N:15]2[C:23](=[O:24])[C:22]3[C:17](=[CH:18][CH:19]=[CH:20][CH:21]=3)[C:16]2=[O:25])[CH2:3]1.[Br:26][C:27]1[C:32](F)=[CH:31][C:30]([Br:34])=[C:29](F)[C:28]=1[S:36](Cl)(=[O:38])=[O:37].CCN(C(C)C)C(C)C, predict the reaction product. The product is: [Br:26][C:27]1[CH:32]=[CH:31][C:30]([Br:34])=[CH:29][C:28]=1[S:36]([NH:1][C@H:2]1[CH2:6][N:5]([C:7]([O:9][C:10]([CH3:12])([CH3:13])[CH3:11])=[O:8])[C@@H:4]([CH2:14][N:15]2[C:23](=[O:24])[C:22]3[C:17](=[CH:18][CH:19]=[CH:20][CH:21]=3)[C:16]2=[O:25])[CH2:3]1)(=[O:38])=[O:37]. (3) The product is: [CH2:1]([O:3][P:4]([CH:8]([C:10]1[CH:15]=[CH:14][CH:13]=[C:12]([Br:16])[CH:11]=1)[F:26])[O:5][CH2:6][CH3:7])[CH3:2]. Given the reactants [CH2:1]([O:3][P:4]([CH:8]([C:10]1[CH:15]=[CH:14][CH:13]=[C:12]([Br:16])[CH:11]=1)O)[O:5][CH2:6][CH3:7])[CH3:2].C(Cl)Cl.C(N(S(F)(F)[F:26])CC)C, predict the reaction product. (4) Given the reactants [C:1]([O:5][C:6]([N:8]1[C:12](=[O:13])/[C:11](=[CH:14]\N(C)C)/[CH:10]2[CH2:18][C:19]3[C:24]([CH:9]12)=[CH:23][CH:22]=[CH:21][CH:20]=3)=[O:7])([CH3:4])([CH3:3])[CH3:2].Cl.[O:26]1CCCC1, predict the reaction product. The product is: [C:1]([O:5][C:6]([N:8]1[C:12](=[O:13])/[C:11](=[CH:14]\[OH:26])/[CH:10]2[CH2:18][C:19]3[C:24]([CH:9]12)=[CH:23][CH:22]=[CH:21][CH:20]=3)=[O:7])([CH3:4])([CH3:3])[CH3:2]. (5) Given the reactants [NH:1]1[CH2:6][CH2:5][CH2:4][CH:3]([CH2:7][NH:8][C:9](=[O:15])[O:10][C:11]([CH3:14])([CH3:13])[CH3:12])[CH2:2]1.Cl.[N:17]1([C:22](=N)[NH2:23])C=CC=N1.C(N(C(C)C)CC)(C)C, predict the reaction product. The product is: [NH2:23][C:22](=[NH:17])[N:1]1[CH2:6][CH2:5][CH2:4][CH:3]([CH2:7][NH:8][C:9](=[O:15])[O:10][C:11]([CH3:12])([CH3:14])[CH3:13])[CH2:2]1. (6) Given the reactants Br[C:2]1[CH:3]=[N:4][CH:5]=[CH:6][C:7]=1[Cl:8].C([Mg]Cl)(C)C.[C:14]1(=[O:18])[CH2:17][CH2:16][CH2:15]1, predict the reaction product. The product is: [Cl:8][C:7]1[CH:6]=[CH:5][N:4]=[CH:3][C:2]=1[C:14]1([OH:18])[CH2:17][CH2:16][CH2:15]1. (7) Given the reactants Br[C:2]1[CH:3]=[N:4][C:5]2[N:6]([N:8]=[C:9]([N:11]3[CH2:16][CH2:15][O:14][CH2:13][CH2:12]3)[N:10]=2)[CH:7]=1.[C:17]1([C:23]#[CH:24])[CH:22]=[CH:21][CH:20]=[CH:19][CH:18]=1, predict the reaction product. The product is: [N:11]1([C:9]2[N:10]=[C:5]3[N:4]=[CH:3][C:2]([C:24]#[C:23][C:17]4[CH:22]=[CH:21][CH:20]=[CH:19][CH:18]=4)=[CH:7][N:6]3[N:8]=2)[CH2:16][CH2:15][O:14][CH2:13][CH2:12]1. (8) Given the reactants Br[C:2]1[CH:3]=[C:4]2[N:10]([C:11]3[C:20]4[C:15](=[CH:16][C:17]([F:21])=[CH:18][CH:19]=4)[N:14]=[C:13]([C:22]4[CH:27]=[CH:26][CH:25]=[CH:24][N:23]=4)[C:12]=3[CH3:28])[CH2:9][C:8]([CH3:30])([CH3:29])[C:5]2=[N:6][CH:7]=1.CC(C1C=C(C(C)C)C(C2C=CC=CC=2P(C2CCCCC2)C2CCCCC2)=C(C(C)C)C=1)C.[NH:65]1[CH2:70][CH2:69][O:68][CH2:67][CH2:66]1.CC(C)([O-])C.[Na+], predict the reaction product. The product is: [CH3:29][C:8]1([CH3:30])[C:5]2=[N:6][CH:7]=[C:2]([N:65]3[CH2:70][CH2:69][O:68][CH2:67][CH2:66]3)[CH:3]=[C:4]2[N:10]([C:11]2[C:20]3[C:15](=[CH:16][C:17]([F:21])=[CH:18][CH:19]=3)[N:14]=[C:13]([C:22]3[CH:27]=[CH:26][CH:25]=[CH:24][N:23]=3)[C:12]=2[CH3:28])[CH2:9]1. (9) Given the reactants C1N=CN(C(N2C=NC=C2)=O)C=1.[O:13]=[C:14]1[CH2:17][CH:16]([C:18]([OH:20])=O)[CH2:15]1.[CH2:21]([NH2:28])[C:22]1[CH:27]=[CH:26][CH:25]=[CH:24][CH:23]=1, predict the reaction product. The product is: [CH2:21]([NH:28][C:18]([CH:16]1[CH2:15][C:14](=[O:13])[CH2:17]1)=[O:20])[C:22]1[CH:27]=[CH:26][CH:25]=[CH:24][CH:23]=1.